This data is from Forward reaction prediction with 1.9M reactions from USPTO patents (1976-2016). The task is: Predict the product of the given reaction. (1) The product is: [CH2:30]([N:3]([CH2:1][CH3:2])[C:4](=[O:29])[CH:5]([N:12]1[CH2:13][CH2:14][N:15]([C:18]2[CH:23]=[CH:22][C:21]([C:24]3[O:25][C:32]([CH3:33])=[N:27][N:26]=3)=[CH:20][C:19]=2[F:28])[CH2:16][CH2:17]1)[C:6]1[CH:11]=[CH:10][CH:9]=[CH:8][CH:7]=1)[CH3:31]. Given the reactants [CH2:1]([N:3]([CH2:30][CH3:31])[C:4](=[O:29])[CH:5]([N:12]1[CH2:17][CH2:16][N:15]([C:18]2[CH:23]=[CH:22][C:21]([C:24]([NH:26][NH2:27])=[O:25])=[CH:20][C:19]=2[F:28])[CH2:14][CH2:13]1)[C:6]1[CH:11]=[CH:10][CH:9]=[CH:8][CH:7]=1)[CH3:2].[CH3:32][CH2:33]N(CC)CC.C(Cl)(=O)C.CC[N+](S(N=C(OC)[O-])(=O)=O)(CC)CC, predict the reaction product. (2) Given the reactants [CH:1]([C:3]1[CH:4]=[CH:5][C:6]2[N:7]([CH:9]=[C:10]([C:12]([NH:14][C:15]3[CH:20]=[CH:19][CH:18]=[CH:17][CH:16]=3)=[O:13])[N:11]=2)[CH:8]=1)=O.Cl.[NH2:22][OH:23], predict the reaction product. The product is: [OH:23]/[N:22]=[CH:1]/[C:3]1[CH:4]=[CH:5][C:6]2[N:7]([CH:9]=[C:10]([C:12]([NH:14][C:15]3[CH:20]=[CH:19][CH:18]=[CH:17][CH:16]=3)=[O:13])[N:11]=2)[CH:8]=1. (3) Given the reactants [CH2:1]([C:4]1[CH:9]=[CH:8][C:7]([Cl:10])=[C:6]([O:11][CH2:12][CH2:13][O:14][CH3:15])[CH:5]=1)[CH:2]=[CH2:3].Cl[N:17]([Na])[S:18]([C:21]1[CH:26]=[CH:25][C:24]([CH3:27])=[CH:23][CH:22]=1)(=[O:20])=[O:19].[Br-].[Br-].[Br-].C1([N+](C)(C)C)C=CC=CC=1.C1([N+](C)(C)C)C=CC=CC=1.C1([N+](C)(C)C)C=CC=CC=1, predict the reaction product. The product is: [Cl:10][C:7]1[CH:8]=[CH:9][C:4]([CH2:1][CH:2]2[CH2:3][N:17]2[S:18]([C:21]2[CH:26]=[CH:25][C:24]([CH3:27])=[CH:23][CH:22]=2)(=[O:19])=[O:20])=[CH:5][C:6]=1[O:11][CH2:12][CH2:13][O:14][CH3:15]. (4) Given the reactants [OH:1][CH:2]([C:5]1([CH2:19][OH:20])[CH2:8][N:7]([C:9]([O:11][CH2:12][C:13]2[CH:18]=[CH:17][CH:16]=[CH:15][CH:14]=2)=[O:10])[CH2:6]1)[CH2:3]O.C1(C)C=CC(S(Cl)(=O)=O)=CC=1.C(N(CC)CC)C.O, predict the reaction product. The product is: [OH:1][CH:2]1[C:5]2([CH2:6][N:7]([C:9]([O:11][CH2:12][C:13]3[CH:14]=[CH:15][CH:16]=[CH:17][CH:18]=3)=[O:10])[CH2:8]2)[CH2:19][O:20][CH2:3]1. (5) Given the reactants [Br:1][C:2]1[CH:10]=[C:9]2[C:5]([C:6](O)([CH3:12])[C:7](=[O:11])[NH:8]2)=[CH:4][CH:3]=1.[C:14](=[O:17])([O-])[O-].[Cs+].[Cs+].S(OC)(O[CH3:24])(=O)=O, predict the reaction product. The product is: [Br:1][C:2]1[CH:10]=[C:9]2[C:5]([C:6]([O:17][CH3:14])([CH3:12])[C:7](=[O:11])[N:8]2[CH3:24])=[CH:4][CH:3]=1. (6) Given the reactants C(OC([N:8]1[CH2:13][CH2:12][N:11]([C:14]2[C:19]([Cl:20])=[N:18][CH:17]=[CH:16][N:15]=2)[CH2:10][CH2:9]1)=O)(C)(C)C.[ClH:21].O1CCOCC1, predict the reaction product. The product is: [ClH:20].[ClH:21].[Cl:20][C:19]1[C:14]([N:11]2[CH2:10][CH2:9][NH:8][CH2:13][CH2:12]2)=[N:15][CH:16]=[CH:17][N:18]=1. (7) Given the reactants C12(C=CC3C=C(C(O)=O)C=CC=3O1)CC2.C[O:17][C:18](=[O:46])[CH2:19][C:20]1[CH:25]=[CH:24][C:23]([C:26]#[C:27][C:28]2[CH:29]=[C:30]([CH:42]3C[CH2:43]3)[C:31]3[O:38][C:35]4([CH2:37][CH2:36]4)[CH2:34][C:33]([CH3:40])([CH3:39])[C:32]=3[CH:41]=2)=[CH:22][C:21]=1F.C(OC(=O)CC1C=CC=C(O)C=1)(C)(C)C.Cl.CN(C)CCCN=C=NCC, predict the reaction product. The product is: [CH2:42]([C:30]1[CH:29]=[C:28]([C:27]#[C:26][C:23]2[CH:24]=[CH:25][C:20]([CH2:19][C:18]([OH:46])=[O:17])=[CH:21][CH:22]=2)[CH:41]=[C:32]2[C:31]=1[O:38][C:35]([CH3:36])([CH3:37])[CH2:34][C:33]2([CH3:40])[CH3:39])[CH3:43]. (8) Given the reactants C([Li])CCC.CCCCCC.[C:12](#[N:14])[CH3:13].[C:15]1([C:25](OCC)=[O:26])[C:24]2[C:19](=[CH:20][CH:21]=[CH:22][CH:23]=2)[CH:18]=[CH:17][CH:16]=1, predict the reaction product. The product is: [C:15]1([C:25]([CH2:13][C:12]#[N:14])=[O:26])[C:24]2[C:19](=[CH:20][CH:21]=[CH:22][CH:23]=2)[CH:18]=[CH:17][CH:16]=1.